This data is from Forward reaction prediction with 1.9M reactions from USPTO patents (1976-2016). The task is: Predict the product of the given reaction. Given the reactants [C:1]([Cl:6])(=[O:5])[C:2](Cl)=[O:3].[CH2:7]([C:11]1[C:15]2[CH:16]=[CH:17][CH:18]=[CH:19][C:14]=2OC=1C(O)=O)[CH2:8][CH2:9][CH3:10].CN(C=O)C, predict the reaction product. The product is: [CH2:7]([C:11]1[C:15]2[CH:16]=[CH:17][CH:18]=[CH:19][C:14]=2[O:3][C:2]=1[C:1]([Cl:6])=[O:5])[CH2:8][CH2:9][CH3:10].